Predict the reaction yield, written as a fraction of the theoretical maximum amount of product (1.0 means a 100% yield; for example, 0.34 means a 34% yield). From a dataset of Reaction yield outcomes from USPTO patents with 853,638 reactions. (1) The reactants are [Cl:1][C:2]1[CH:7]=[C:6]([C:8]#[N:9])[CH:5]=[CH:4][N:3]=1.C[O-].[Na+].[NH2:13][C:14]1[CH:22]=[N:21][CH:20]=[C:19]([O:23][CH3:24])[C:15]=1[C:16]([OH:18])=O. The catalyst is CO. The product is [Cl:1][C:2]1[CH:7]=[C:6]([C:8]2[N:9]=[C:16]([OH:18])[C:15]3[C:19]([O:23][CH3:24])=[CH:20][N:21]=[CH:22][C:14]=3[N:13]=2)[CH:5]=[CH:4][N:3]=1. The yield is 0.570. (2) The catalyst is O.CCO. The yield is 0.318. The reactants are [Na].[CH3:2][CH2:3][O:4][C:5]([CH2:7][NH2:8])=[O:6].CN(C)[CH:11]=[C:12]([C:17]1[CH:22]=[CH:21][CH:20]=[CH:19][CH:18]=1)[CH:13]=[N+](C)C.Cl([O-])(=O)(=O)=O. The product is [CH2:3]([O:4][C:5]([C:7]1[NH:8][CH:11]=[C:12]([C:17]2[CH:22]=[CH:21][CH:20]=[CH:19][CH:18]=2)[CH:13]=1)=[O:6])[CH3:2]. (3) The reactants are [CH:1]1[C:14]2[C:13](=[O:15])[C:12]3[C:7](=[CH:8][CH:9]=[C:10]([S:16](Cl)(=[O:18])=[O:17])[CH:11]=3)[C:6](=[O:20])[C:5]=2[CH:4]=[CH:3][C:2]=1[S:21](Cl)(=[O:23])=[O:22].C([N:28]([CH:31]([CH3:33])C)[CH2:29][CH3:30])(C)C. The catalyst is C(Cl)Cl. The product is [N:28]1([S:21]([C:2]2[CH:3]=[CH:4][C:5]3[C:6](=[O:20])[C:7]4[C:12](=[CH:11][C:10]([S:16]([N:28]5[CH2:29][CH2:30][CH2:5][CH2:4][CH2:3][CH2:33][CH2:31]5)(=[O:18])=[O:17])=[CH:9][CH:8]=4)[C:13](=[O:15])[C:14]=3[CH:1]=2)(=[O:23])=[O:22])[CH2:31][CH2:33][CH2:14][CH2:1][CH2:2][CH2:30][CH2:29]1. The yield is 0.910. (4) The reactants are [Cl:1][C:2]1[CH:7]=[CH:6][CH:5]=[CH:4][C:3]=1[O:8][CH3:9].[Cl:10][C:11]1[CH:12]=[C:13]([CH:15]=[C:16]([Cl:19])[C:17]=1[Cl:18])N. No catalyst specified. The product is [Cl:1][C:2]1[CH:7]=[C:6]([C:13]2[CH:12]=[C:11]([Cl:10])[C:17]([Cl:18])=[C:16]([Cl:19])[CH:15]=2)[CH:5]=[CH:4][C:3]=1[O:8][CH3:9]. The yield is 0.120. (5) The reactants are [NH2:1][C@H:2]([C:7]([OH:9])=[O:8])[C@H:3]([CH2:5][CH3:6])[CH3:4].C(=O)(O)[O-].[Na+].[F:15][C:16]1[CH:21]=[C:20](F)[C:19]([N+:23]([O-:25])=[O:24])=[CH:18][C:17]=1[N+:26]([O-:28])=[O:27]. The catalyst is O. The product is [F:15][C:16]1[C:17]([N+:26]([O-:28])=[O:27])=[CH:18][C:19]([N+:23]([O-:25])=[O:24])=[C:20]([NH:1][C@@H:2]([C@@H:3]([CH3:4])[CH2:5][CH3:6])[C:7]([OH:9])=[O:8])[CH:21]=1. The yield is 0.680. (6) The reactants are [NH2:1][CH2:2][CH:3]1[S:7][C:6]([C:8]2[NH:9][C:10]3[C:15]([CH:16]=2)=[CH:14][CH:13]=[CH:12][C:11]=3[N:17]([CH3:26])[S:18]([C:21]2[S:22][CH:23]=[CH:24][CH:25]=2)(=[O:20])=[O:19])=[N:5][CH2:4]1.[C:27](OC(=O)C)(=[O:29])[CH3:28].O. The catalyst is CN(C)C(=O)C. The product is [CH3:26][N:17]([S:18]([C:21]1[S:22][CH:23]=[CH:24][CH:25]=1)(=[O:20])=[O:19])[C:11]1[CH:12]=[CH:13][CH:14]=[C:15]2[C:10]=1[NH:9][C:8]([C:6]1[S:7][CH:3]([CH2:2][NH:1][C:27](=[O:29])[CH3:28])[CH2:4][N:5]=1)=[CH:16]2. The yield is 0.680.